This data is from NCI-60 drug combinations with 297,098 pairs across 59 cell lines. The task is: Regression. Given two drug SMILES strings and cell line genomic features, predict the synergy score measuring deviation from expected non-interaction effect. (1) Drug 1: C1=CC(=CC=C1CC(C(=O)O)N)N(CCCl)CCCl.Cl. Drug 2: C(CN)CNCCSP(=O)(O)O. Cell line: IGROV1. Synergy scores: CSS=12.2, Synergy_ZIP=-5.00, Synergy_Bliss=4.26, Synergy_Loewe=-12.6, Synergy_HSA=0.963. (2) Synergy scores: CSS=42.1, Synergy_ZIP=-6.12, Synergy_Bliss=-6.82, Synergy_Loewe=0.364, Synergy_HSA=1.22. Drug 2: CC1C(C(CC(O1)OC2CC(CC3=C2C(=C4C(=C3O)C(=O)C5=C(C4=O)C(=CC=C5)OC)O)(C(=O)CO)O)N)O.Cl. Drug 1: CC1=C2C(C(=O)C3(C(CC4C(C3C(C(C2(C)C)(CC1OC(=O)C(C(C5=CC=CC=C5)NC(=O)OC(C)(C)C)O)O)OC(=O)C6=CC=CC=C6)(CO4)OC(=O)C)OC)C)OC. Cell line: IGROV1.